Dataset: Merck oncology drug combination screen with 23,052 pairs across 39 cell lines. Task: Regression. Given two drug SMILES strings and cell line genomic features, predict the synergy score measuring deviation from expected non-interaction effect. (1) Cell line: ES2. Synergy scores: synergy=19.5. Drug 2: Cc1nc(Nc2ncc(C(=O)Nc3c(C)cccc3Cl)s2)cc(N2CCN(CCO)CC2)n1. Drug 1: CCC1=CC2CN(C1)Cc1c([nH]c3ccccc13)C(C(=O)OC)(c1cc3c(cc1OC)N(C)C1C(O)(C(=O)OC)C(OC(C)=O)C4(CC)C=CCN5CCC31C54)C2. (2) Cell line: OCUBM. Synergy scores: synergy=28.8. Drug 2: COC1CC2CCC(C)C(O)(O2)C(=O)C(=O)N2CCCCC2C(=O)OC(C(C)CC2CCC(OP(C)(C)=O)C(OC)C2)CC(=O)C(C)C=C(C)C(O)C(OC)C(=O)C(C)CC(C)C=CC=CC=C1C. Drug 1: CN1C(=O)C=CC2(C)C3CCC4(C)C(NC(=O)OCC(F)(F)F)CCC4C3CCC12. (3) Drug 1: O=C(NOCC(O)CO)c1ccc(F)c(F)c1Nc1ccc(I)cc1F. Drug 2: Cn1cc(-c2cnn3c(N)c(Br)c(C4CCCNC4)nc23)cn1. Cell line: A2058. Synergy scores: synergy=27.0. (4) Drug 1: CCC1(O)CC2CN(CCc3c([nH]c4ccccc34)C(C(=O)OC)(c3cc4c(cc3OC)N(C)C3C(O)(C(=O)OC)C(OC(C)=O)C5(CC)C=CCN6CCC43C65)C2)C1. Drug 2: CNC(=O)c1cc(Oc2ccc(NC(=O)Nc3ccc(Cl)c(C(F)(F)F)c3)cc2)ccn1. Cell line: SW620. Synergy scores: synergy=35.2. (5) Drug 1: O=S1(=O)NC2(CN1CC(F)(F)F)C1CCC2Cc2cc(C=CCN3CCC(C(F)(F)F)CC3)ccc2C1. Drug 2: CCC1(O)C(=O)OCc2c1cc1n(c2=O)Cc2cc3c(CN(C)C)c(O)ccc3nc2-1. Cell line: UACC62. Synergy scores: synergy=9.08. (6) Drug 1: CN1C(=O)C=CC2(C)C3CCC4(C)C(NC(=O)OCC(F)(F)F)CCC4C3CCC12. Drug 2: Cn1cc(-c2cnn3c(N)c(Br)c(C4CCCNC4)nc23)cn1. Cell line: A2058. Synergy scores: synergy=1.67. (7) Drug 1: O=C(CCCCCCC(=O)Nc1ccccc1)NO. Drug 2: Cn1cc(-c2cnn3c(N)c(Br)c(C4CCCNC4)nc23)cn1. Cell line: RPMI7951. Synergy scores: synergy=1.82. (8) Drug 1: C=CCn1c(=O)c2cnc(Nc3ccc(N4CCN(C)CC4)cc3)nc2n1-c1cccc(C(C)(C)O)n1. Drug 2: COC1=C2CC(C)CC(OC)C(O)C(C)C=C(C)C(OC(N)=O)C(OC)C=CC=C(C)C(=O)NC(=CC1=O)C2=O. Cell line: LNCAP. Synergy scores: synergy=11.4. (9) Drug 1: COC12C(COC(N)=O)C3=C(C(=O)C(C)=C(N)C3=O)N1CC1NC12. Drug 2: O=C(NOCC(O)CO)c1ccc(F)c(F)c1Nc1ccc(I)cc1F. Cell line: HCT116. Synergy scores: synergy=7.54. (10) Drug 1: NC(=O)c1cccc2cn(-c3ccc(C4CCCNC4)cc3)nc12. Drug 2: CCC1(O)C(=O)OCc2c1cc1n(c2=O)Cc2cc3c(CN(C)C)c(O)ccc3nc2-1. Cell line: A375. Synergy scores: synergy=4.79.